Dataset: Catalyst prediction with 721,799 reactions and 888 catalyst types from USPTO. Task: Predict which catalyst facilitates the given reaction. (1) Reactant: Br[C:2]1[CH:17]=[CH:16][C:5]2[N:6]([CH2:11][C:12]([F:15])([F:14])[F:13])[C:7]([CH2:9][CH3:10])=[N:8][C:4]=2[C:3]=1[Cl:18].[C:19]([Cu])#[N:20]. Product: [Cl:18][C:3]1[C:4]2[N:8]=[C:7]([CH2:9][CH3:10])[N:6]([CH2:11][C:12]([F:15])([F:14])[F:13])[C:5]=2[CH:16]=[CH:17][C:2]=1[C:19]#[N:20]. The catalyst class is: 37. (2) Reactant: [CH3:1][C:2]1[CH:6]=[CH:5][N:4]([CH2:7][C:8]([OH:10])=[O:9])[N:3]=1.OS(O)(=O)=O.[CH3:16][CH2:17]O. Product: [CH3:1][C:2]1[CH:6]=[CH:5][N:4]([CH2:7][C:8]([O:10][CH2:16][CH3:17])=[O:9])[N:3]=1. The catalyst class is: 2. (3) Reactant: [O:1]1[CH2:5][CH2:4][CH2:3][CH2:2]1.[CH3:6][NH:7][CH3:8].[Cl:9][C:10]1C=CC(CCl)=[CH:12][N:11]=1. Product: [Cl:9][C:10]1[CH:2]=[CH:3][C:4]([C:5]([N:7]([CH3:8])[CH3:6])=[O:1])=[CH:12][N:11]=1. The catalyst class is: 2.